This data is from Full USPTO retrosynthesis dataset with 1.9M reactions from patents (1976-2016). The task is: Predict the reactants needed to synthesize the given product. (1) Given the product [CH3:10][O:9][C:6]1[CH:7]=[CH:8][C:3]([P:12](=[O:11])([C:3]2[CH:8]=[CH:7][C:6]([O:9][CH3:10])=[CH:5][CH:4]=2)[C:3]2[CH:8]=[CH:7][C:6]([O:9][CH3:10])=[CH:5][CH:4]=2)=[CH:4][CH:5]=1, predict the reactants needed to synthesize it. The reactants are: [Mg].Br[C:3]1[CH:8]=[CH:7][C:6]([O:9][CH3:10])=[CH:5][CH:4]=1.[O:11]=[P:12](Cl)(Cl)Cl. (2) Given the product [C:11]([NH:18][N:19]=[CH:4][CH2:3][CH2:2][C:1]([OH:7])=[O:6])([O:13][C:14]([CH3:17])([CH3:16])[CH3:15])=[O:12], predict the reactants needed to synthesize it. The reactants are: [C:1]([OH:7])(=[O:6])[CH2:2][CH2:3][CH:4]=C.CSC.[C:11]([NH:18][NH2:19])([O:13][C:14]([CH3:17])([CH3:16])[CH3:15])=[O:12]. (3) Given the product [Br:11][C:12]1[CH:13]=[CH:14][C:15]([CH2:18][NH:19][C:20]([NH:1][C:2]2[CH:10]=[CH:9][CH:8]=[C:7]3[C:3]=2[CH:4]=[CH:5][NH:6]3)=[O:21])=[CH:16][CH:17]=1, predict the reactants needed to synthesize it. The reactants are: [NH2:1][C:2]1[CH:10]=[CH:9][CH:8]=[C:7]2[C:3]=1[CH:4]=[CH:5][NH:6]2.[Br:11][C:12]1[CH:17]=[CH:16][C:15]([CH2:18][N:19]=[C:20]=[O:21])=[CH:14][CH:13]=1.CCCCCC.